This data is from Forward reaction prediction with 1.9M reactions from USPTO patents (1976-2016). The task is: Predict the product of the given reaction. (1) Given the reactants [CH3:1][O:2][C:3]1[CH:8]=[CH:7][CH:6]=[CH:5][C:4]=1[N:9]1[CH2:14][CH2:13][N:12]([CH2:15][CH2:16][C:17]([NH:19][NH:20][C:21]([NH:23][C:24]2[CH:29]=[CH:28][CH:27]=[CH:26][CH:25]=2)=[O:22])=O)[CH2:11][CH2:10]1.Cl, predict the reaction product. The product is: [CH3:1][O:2][C:3]1[CH:8]=[CH:7][CH:6]=[CH:5][C:4]=1[N:9]1[CH2:14][CH2:13][N:12]([CH2:15][CH2:16][C:17]2[N:23]([C:24]3[CH:29]=[CH:28][CH:27]=[CH:26][CH:25]=3)[C:21](=[O:22])[NH:20][N:19]=2)[CH2:11][CH2:10]1. (2) Given the reactants [N:1]1([C:8]2[CH:9]=[CH:10][C:11]3[N:12]([C:14]([C:17]([F:20])([F:19])[F:18])=[N:15][N:16]=3)[N:13]=2)[CH2:7][CH2:6][CH2:5][NH:4][CH2:3][CH2:2]1.[CH3:21][S:22]([C:25]1[CH:26]=[C:27]([CH:30]=[CH:31][CH:32]=1)[CH:28]=O)(=[O:24])=[O:23], predict the reaction product. The product is: [CH3:21][S:22]([C:25]1[CH:26]=[C:27]([CH2:28][N:4]2[CH2:5][CH2:6][CH2:7][N:1]([C:8]3[CH:9]=[CH:10][C:11]4[N:12]([C:14]([C:17]([F:18])([F:19])[F:20])=[N:15][N:16]=4)[N:13]=3)[CH2:2][CH2:3]2)[CH:30]=[CH:31][CH:32]=1)(=[O:23])=[O:24]. (3) Given the reactants [CH3:1][O:2][C:3]1[CH:4]=[C:5]([NH2:11])[CH:6]=[C:7]([O:9][CH3:10])[CH:8]=1.[C:12](OC(=O)C)(=[O:14])[CH3:13], predict the reaction product. The product is: [CH3:10][O:9][C:7]1[CH:6]=[C:5]([NH:11][C:12](=[O:14])[CH3:13])[CH:4]=[C:3]([O:2][CH3:1])[CH:8]=1. (4) Given the reactants [CH3:1][N:2]1[C:7](=[O:8])[C:6]2=[CH:9][CH:10]=[CH:11][CH:12]=[C:5]2[CH2:4][C:3]1=[O:13].Br[CH2:15][CH2:16]Br.C([O-])([O-])=O.[K+].[K+].O, predict the reaction product. The product is: [CH3:1][N:2]1[C:3](=[O:13])[C:4]2([CH2:16][CH2:15]2)[C:5]2[C:6](=[CH:9][CH:10]=[CH:11][CH:12]=2)[C:7]1=[O:8]. (5) Given the reactants [OH:1][C:2]1[C:3]([C:16](=[O:18])[CH3:17])=[CH:4][C:5]2[C:6]([CH3:15])([CH3:14])[CH2:7][CH2:8][C:9]([CH3:13])([CH3:12])[C:10]=2[CH:11]=1.[CH3:19][O:20][C:21]1[CH:28]=[CH:27][C:24]([CH2:25]Cl)=[CH:23][CH:22]=1, predict the reaction product. The product is: [CH3:19][O:20][C:21]1[CH:28]=[CH:27][C:24]([CH2:25][O:1][C:2]2[C:3]([C:16](=[O:18])[CH3:17])=[CH:4][C:5]3[C:6]([CH3:15])([CH3:14])[CH2:7][CH2:8][C:9]([CH3:12])([CH3:13])[C:10]=3[CH:11]=2)=[CH:23][CH:22]=1.